This data is from Full USPTO retrosynthesis dataset with 1.9M reactions from patents (1976-2016). The task is: Predict the reactants needed to synthesize the given product. (1) Given the product [CH2:35]([N:14]1[C:10]2([CH2:20][CH2:21][N:7]([C:5](=[O:6])[C:4]3[CH:22]=[CH:23][C:24]([O:26][CH3:27])=[CH:25][C:3]=3[O:2][CH3:1])[CH2:8][CH2:9]2)[NH:11][C@@H:12]([CH2:16][CH2:17][S:18][CH3:19])[C:13]1=[O:15])[C:34]1[CH:37]=[CH:38][CH:31]=[CH:32][CH:33]=1, predict the reactants needed to synthesize it. The reactants are: [CH3:1][O:2][C:3]1[CH:25]=[C:24]([O:26][CH3:27])[CH:23]=[CH:22][C:4]=1[C:5]([N:7]1[CH2:21][CH2:20][C:10]2([NH:14][C:13](=[O:15])[C@H:12]([CH2:16][CH2:17][S:18][CH3:19])[NH:11]2)[CH2:9][CH2:8]1)=[O:6].[H-].[Na+].F[C:31]1[CH:38]=[CH:37][C:34]([CH2:35]Cl)=[CH:33][CH:32]=1.[NH4+].[Cl-]. (2) Given the product [N:33]([CH2:19][C:16]1[CH:17]=[C:18]2[C:13](=[CH:14][CH:15]=1)[N:12]=[CH:11][CH:10]=[C:9]2[O:8][CH2:1][C:2]1[CH:7]=[CH:6][CH:5]=[CH:4][CH:3]=1)=[N+:34]=[N-:35], predict the reactants needed to synthesize it. The reactants are: [CH2:1]([O:8][C:9]1[C:18]2[C:13](=[CH:14][CH:15]=[C:16]([CH2:19]O)[CH:17]=2)[N:12]=[CH:11][CH:10]=1)[C:2]1[CH:7]=[CH:6][CH:5]=[CH:4][CH:3]=1.C(N(CC)CC)C.CS(Cl)(=O)=O.[N-:33]=[N+:34]=[N-:35].[Na+]. (3) Given the product [Cl:1][C:2]1[C:3]([C:12]([NH:15][C:16]2[CH:28]=[CH:27][C:19]([C:20]([O:22][C:23]([CH3:24])([CH3:25])[CH3:26])=[O:21])=[CH:18][CH:17]=2)=[O:13])=[N:4][C:5]2[C:10]([N:11]=1)=[CH:9][CH:8]=[CH:7][CH:6]=2, predict the reactants needed to synthesize it. The reactants are: [Cl:1][C:2]1[C:3]([C:12](Cl)=[O:13])=[N:4][C:5]2[C:10]([N:11]=1)=[CH:9][CH:8]=[CH:7][CH:6]=2.[NH2:15][C:16]1[CH:28]=[CH:27][C:19]([C:20]([O:22][C:23]([CH3:26])([CH3:25])[CH3:24])=[O:21])=[CH:18][CH:17]=1.N1C=CC=CC=1.O. (4) The reactants are: O1CCO[CH:2]1[CH2:6][CH2:7][CH2:8][CH2:9][N:10]1[CH2:15][CH2:14][CH:13]([C:16]2[CH:17]=[C:18]([NH:22][C:23](=[O:27])[CH:24]([CH3:26])[CH3:25])[CH:19]=[CH:20][CH:21]=2)[CH2:12][CH2:11]1.Cl.[C:29]1([NH:39]N)[C:38]2[C:33](=[CH:34][CH:35]=[CH:36][CH:37]=2)[CH:32]=[CH:31][CH:30]=1. Given the product [NH:39]1[C:29]2[C:30](=[CH:31][CH:32]=[C:33]3[CH:34]=[CH:35][CH:36]=[CH:37][C:38]3=2)[C:6]([CH2:7][CH2:8][CH2:9][N:10]2[CH2:11][CH2:12][CH:13]([C:16]3[CH:17]=[C:18]([NH:22][C:23](=[O:27])[CH:24]([CH3:26])[CH3:25])[CH:19]=[CH:20][CH:21]=3)[CH2:14][CH2:15]2)=[CH:2]1, predict the reactants needed to synthesize it. (5) Given the product [CH3:11][O:12][C:13]1[C:21]2[CH:20]=[C:19]([C:22]3[O:5][N:4]=[C:2]([CH3:3])[CH:1]=3)[O:18][C:17]=2[CH:16]=[CH:15][CH:14]=1, predict the reactants needed to synthesize it. The reactants are: [CH3:1][C:2](=[N:4][OH:5])[CH3:3].C([Li])CCC.[CH3:11][O:12][C:13]1[C:21]2[CH:20]=[C:19]([C:22](OC)=O)[O:18][C:17]=2[CH:16]=[CH:15][CH:14]=1.S(=O)(=O)(O)O.C(=O)([O-])O.[Na+]. (6) Given the product [OH:14][C:13]1[C:7]([C:4]2[CH:5]=[CH:6][C:1]([CH3:18])=[CH:2][CH:3]=2)=[C:8]([OH:9])[N:25]=[CH:23][N:24]=1, predict the reactants needed to synthesize it. The reactants are: [C:1]1([CH3:18])[CH:6]=[CH:5][C:4]([CH:7]([C:13](OCC)=[O:14])[C:8](OCC)=[O:9])=[CH:3][CH:2]=1.C[O-].[Na+].Cl.[CH:23]([NH2:25])=[NH:24].